From a dataset of Forward reaction prediction with 1.9M reactions from USPTO patents (1976-2016). Predict the product of the given reaction. (1) Given the reactants C(N(C(C)C)C(C)C)C.[CH3:10][O:11][C:12]1[CH:17]=[CH:16][C:15]([C:18]2[CH:23]=[CH:22][N:21]=[C:20]3[NH:24][C:25]([C:27]4[CH:28]=[N:29][CH:30]=[C:31]([CH:35]=4)[C:32](O)=[O:33])=[N:26][C:19]=23)=[CH:14][CH:13]=1.[CH3:36][N:37]1[CH2:42][CH2:41][NH:40][CH2:39][CH2:38]1.CN(C(ON1N=NC2C=CC=CC1=2)=[N+](C)C)C.F[P-](F)(F)(F)(F)F, predict the reaction product. The product is: [CH3:10][O:11][C:12]1[CH:13]=[CH:14][C:15]([C:18]2[CH:23]=[CH:22][N:21]=[C:20]3[NH:24][C:25]([C:27]4[CH:28]=[N:29][CH:30]=[C:31]([C:32]([N:40]5[CH2:41][CH2:42][N:37]([CH3:36])[CH2:38][CH2:39]5)=[O:33])[CH:35]=4)=[N:26][C:19]=23)=[CH:16][CH:17]=1. (2) Given the reactants [F:1][C:2]([F:11])([F:10])[C:3]1[CH:8]=[CH:7][C:6](Br)=[CH:5][N:4]=1.[Li]C(CC)C.CNN(NC)[C:20](=[O:22])[CH3:21].O, predict the reaction product. The product is: [F:1][C:2]([F:11])([F:10])[C:3]1[N:4]=[CH:5][C:6]([C:20](=[O:22])[CH3:21])=[CH:7][CH:8]=1. (3) Given the reactants [NH2:1][C:2]1[CH:7]=[C:6]([Cl:8])[C:5]([CH3:9])=[CH:4][C:3]=1[S:10]([OH:13])(=[O:12])=[O:11].[Br:14][C:15]1[CH:20]=[CH:19][CH:18]=[C:17]([N:21]=[C:22]=[O:23])[CH:16]=1.C(N(CC)CC)C, predict the reaction product. The product is: [Br:14][C:15]1[CH:16]=[C:17]([NH:21][C:22](=[O:23])[NH:1][C:2]2[CH:7]=[C:6]([Cl:8])[C:5]([CH3:9])=[CH:4][C:3]=2[S:10]([OH:13])(=[O:12])=[O:11])[CH:18]=[CH:19][CH:20]=1. (4) Given the reactants Br[C:2]1[N:10]([CH2:11][C:12]2[CH:17]=[CH:16][C:15]([C:18]([F:21])([F:20])[F:19])=[CH:14][CH:13]=2)[C:9]2[C:4](=[N:5][C:6]([C:29]#[N:30])=[N:7][C:8]=2[NH:22][C@@H:23]([CH:25]2[CH2:28][CH2:27][CH2:26]2)[CH3:24])[N:3]=1.[CH3:31][NH:32][C:33]1[CH:38]=[CH:37][CH:36]=[CH:35][CH:34]=1, predict the reaction product. The product is: [CH:25]1([C@H:23]([NH:22][C:8]2[N:7]=[C:6]([C:29]#[N:30])[N:5]=[C:4]3[C:9]=2[N:10]([CH2:11][C:12]2[CH:17]=[CH:16][C:15]([C:18]([F:19])([F:21])[F:20])=[CH:14][CH:13]=2)[C:2]([N:32]([CH3:31])[C:33]2[CH:38]=[CH:37][CH:36]=[CH:35][CH:34]=2)=[N:3]3)[CH3:24])[CH2:28][CH2:27][CH2:26]1. (5) Given the reactants [CH2:1]([O:8][C:9]([NH:11][CH:12]([P:16]([OH:18])[OH:17])[CH:13]([CH3:15])[CH3:14])=[O:10])[C:2]1[CH:7]=[CH:6][CH:5]=[CH:4][CH:3]=1.CC[C@@H](N)C1C=CC=CC=1, predict the reaction product. The product is: [CH2:1]([O:8][C:9]([NH:11][C@H:12]([P:16]([OH:17])[OH:18])[CH:13]([CH3:15])[CH3:14])=[O:10])[C:2]1[CH:3]=[CH:4][CH:5]=[CH:6][CH:7]=1. (6) The product is: [CH3:31][O:30][CH:25]1[C:26]2[C:22](=[C:21]([CH2:20][CH:12]3[C:11]4[CH:10]=[CH:9][CH:8]=[CH:7][C:6]=4[C:5]4[C:13]3=[CH:1][CH:2]=[CH:3][CH:4]=4)[CH:29]=[CH:28][CH:27]=2)[CH2:23][CH:24]1[CH3:32]. Given the reactants [CH:1]1[C:13]2[CH2:12][C:11]3[C:6](=[CH:7][CH:8]=[CH:9][CH:10]=3)[C:5]=2[CH:4]=[CH:3][CH:2]=1.[Li]CCCC.Br[CH2:20][C:21]1[CH:29]=[CH:28][CH:27]=[C:26]2[C:22]=1[CH2:23][CH:24]([CH3:32])[CH:25]2[O:30][CH3:31].O, predict the reaction product. (7) Given the reactants [OH2:1].[O-2:2].[O-2].[O-2].O=[Si]=O.O=[Si]=O.O=[Si]=O.O=[Si]=O.[Al+3].[Al+3].O.OOS([O-])=O.[K+].[CH:26]1([CH2:31][CH:32]([C:46]2[CH:51]=[CH:50][C:49]([S:52]([CH3:55])(=[O:54])=[O:53])=[CH:48][CH:47]=2)[C:33]([NH:35][C:36]2[S:37][C:38]([S:41][CH2:42][C:43]([OH:45])=[O:44])=[CH:39][N:40]=2)=[O:34])[CH2:30][CH2:29][CH2:28][CH2:27]1, predict the reaction product. The product is: [CH:26]1([CH2:31][CH:32]([C:46]2[CH:47]=[CH:48][C:49]([S:52]([CH3:55])(=[O:54])=[O:53])=[CH:50][CH:51]=2)[C:33]([NH:35][C:36]2[S:37][C:38]([S:41]([CH2:42][C:43]([OH:45])=[O:44])(=[O:2])=[O:1])=[CH:39][N:40]=2)=[O:34])[CH2:30][CH2:29][CH2:28][CH2:27]1.